Dataset: Full USPTO retrosynthesis dataset with 1.9M reactions from patents (1976-2016). Task: Predict the reactants needed to synthesize the given product. (1) Given the product [S:1]1[C:5]([CH2:6][C:7]2[C:8]([O:26][CH3:27])=[N:9][C:10]3[C:15]([C:16]=2[Cl:17])=[CH:14][C:13]([C:18]([C:20]2[N:24]([CH3:25])[CH:23]=[N:22][CH:21]=2)([C:33]2[CH:34]=[CH:35][CH:36]=[CH:37][N:32]=2)[OH:19])=[CH:12][CH:11]=3)=[CH:4][C:3]2[CH:28]=[CH:29][CH:30]=[CH:31][C:2]1=2, predict the reactants needed to synthesize it. The reactants are: [S:1]1[C:5]([CH2:6][C:7]2[C:8]([O:26][CH3:27])=[N:9][C:10]3[C:15]([C:16]=2[Cl:17])=[CH:14][C:13]([C:18]([C:20]2[N:24]([CH3:25])[CH:23]=[N:22][CH:21]=2)=[O:19])=[CH:12][CH:11]=3)=[CH:4][C:3]2[CH:28]=[CH:29][CH:30]=[CH:31][C:2]1=2.[N:32]1[CH:37]=[CH:36][CH:35]=[CH:34][C:33]=1[Mg]Br. (2) The reactants are: [Cl:1][C:2]1[CH:3]=[C:4]([CH3:10])[C:5]([CH:8]=O)=[N:6][CH:7]=1.[C:11]([O:15][C:16]([N:18]1[CH2:23][CH2:22][CH:21]([NH2:24])[CH2:20][CH2:19]1)=[O:17])([CH3:14])([CH3:13])[CH3:12].[BH-](OC(C)=O)(OC(C)=O)OC(C)=O.[Na+]. Given the product [C:11]([O:15][C:16]([N:18]1[CH2:23][CH2:22][CH:21]([NH:24][CH2:8][C:5]2[C:4]([CH3:10])=[CH:3][C:2]([Cl:1])=[CH:7][N:6]=2)[CH2:20][CH2:19]1)=[O:17])([CH3:14])([CH3:12])[CH3:13], predict the reactants needed to synthesize it. (3) Given the product [CH:1]1([NH:7][C:8]2[N:16]=[C:15]([NH:17][C:18]3[CH:23]=[CH:22][C:21]([N:24]4[CH2:25][CH2:26][N:27]([CH2:33][CH2:34][N:35]5[CH2:39][CH2:38][CH2:37][CH2:36]5)[CH2:28][CH2:29]4)=[CH:20][C:19]=3[O:30][CH3:31])[N:14]=[C:13]3[C:9]=2[N:10]=[CH:11][NH:12]3)[CH2:2][CH2:3][CH2:4][CH2:5][CH2:6]1, predict the reactants needed to synthesize it. The reactants are: [CH:1]1([NH:7][C:8]2[N:16]=[C:15]([NH:17][C:18]3[CH:23]=[CH:22][C:21]([N:24]4[CH2:29][CH2:28][NH:27][CH2:26][CH2:25]4)=[CH:20][C:19]=3[O:30][CH3:31])[N:14]=[C:13]3[C:9]=2[N:10]=[CH:11][NH:12]3)[CH2:6][CH2:5][CH2:4][CH2:3][CH2:2]1.Cl[CH2:33][CH2:34][N:35]1[CH2:39][CH2:38][CH2:37][CH2:36]1.CCN(C(C)C)C(C)C. (4) Given the product [C:35]([CH:12]1[CH2:11][CH:10]([C:4]2[C:3]([CH2:2][O:1][S:31]([CH3:30])(=[O:33])=[O:32])=[CH:8][N:7]=[C:6]([CH3:9])[N:5]=2)[CH2:15][CH2:14][N:13]1[C:16]([OH:18])=[O:17])([CH3:36])([CH3:39])[CH3:23].[S:31]([OH:33])(=[O:38])(=[O:32])[CH3:30], predict the reactants needed to synthesize it. The reactants are: [OH:1][CH2:2][C:3]1[C:4]([CH:10]2[CH2:15][CH2:14][N:13]([C:16]([O:18]C(C)(C)C)=[O:17])[CH2:12][CH2:11]2)=[N:5][C:6]([CH3:9])=[N:7][CH:8]=1.[CH3:23]CN(CC)CC.[CH3:30][S:31](Cl)(=[O:33])=[O:32].[CH2:35]1[CH2:39][O:38]C[CH2:36]1.